Dataset: Catalyst prediction with 721,799 reactions and 888 catalyst types from USPTO. Task: Predict which catalyst facilitates the given reaction. (1) Reactant: Br[C:2]1[CH:7]=[CH:6][CH:5]=[C:4]([Br:8])[N:3]=1.[Li]CCCC.CCCCCC.[O:20]=[C:21]1[CH2:27][CH2:26][CH2:25][N:24]([C:28]([O:30][C:31]([CH3:34])([CH3:33])[CH3:32])=[O:29])[CH2:23][CH2:22]1. Product: [Br:8][C:4]1[N:3]=[C:2]([C:21]2([OH:20])[CH2:27][CH2:26][CH2:25][N:24]([C:28]([O:30][C:31]([CH3:33])([CH3:32])[CH3:34])=[O:29])[CH2:23][CH2:22]2)[CH:7]=[CH:6][CH:5]=1. The catalyst class is: 316. (2) Reactant: [CH:1]1([C:6]([C:8]2[O:9][C:10]3[CH:17]=[CH:16][C:15]([F:18])=[CH:14][C:11]=3[C:12]=2[CH3:13])=[O:7])[CH2:5][CH2:4][CH2:3][CH2:2]1.[BH4-].[Na+].O. Product: [CH:1]1([CH:6]([C:8]2[O:9][C:10]3[CH:17]=[CH:16][C:15]([F:18])=[CH:14][C:11]=3[C:12]=2[CH3:13])[OH:7])[CH2:5][CH2:4][CH2:3][CH2:2]1. The catalyst class is: 111. (3) Reactant: [N:1]([C@@H:4]1[CH2:9][CH2:8][CH2:7][CH2:6][C@@H:5]1[N:10]1[C:14]([C:15]2[CH:20]=[CH:19][CH:18]=[CH:17][CH:16]=2)=[C:13]([C:21]([O:23][CH2:24][CH3:25])=[O:22])[N:12]=[CH:11]1)=[N+]=[N-]. Product: [NH2:1][C@@H:4]1[CH2:9][CH2:8][CH2:7][CH2:6][C@@H:5]1[N:10]1[C:14]([C:15]2[CH:20]=[CH:19][CH:18]=[CH:17][CH:16]=2)=[C:13]([C:21]([O:23][CH2:24][CH3:25])=[O:22])[N:12]=[CH:11]1. The catalyst class is: 129.